Dataset: Full USPTO retrosynthesis dataset with 1.9M reactions from patents (1976-2016). Task: Predict the reactants needed to synthesize the given product. (1) Given the product [OH:1][NH:2][C:6](=[O:5])[CH2:7][CH2:8][CH2:9][CH2:10][CH2:11][CH2:12][N:13]([C:20]1[CH:25]=[C:24]([O:26][CH2:27][CH3:28])[CH:23]=[CH:22][N:21]=1)[C:14]1[CH:19]=[CH:18][CH:17]=[CH:16][N:15]=1, predict the reactants needed to synthesize it. The reactants are: [OH:1][NH2:2].C([O:5][C:6](=O)[CH2:7][CH2:8][CH2:9][CH2:10][CH2:11][CH2:12][N:13]([C:20]1[CH:25]=[C:24]([O:26][CH2:27][CH3:28])[CH:23]=[CH:22][N:21]=1)[C:14]1[CH:19]=[CH:18][CH:17]=[CH:16][N:15]=1)C. (2) The reactants are: Cl[C:2]1[CH:7]=[C:6]([NH:8][C:9]2[C:18]([F:19])=[CH:17][CH:16]=[CH:15][C:10]=2[C:11]([NH:13][CH3:14])=[O:12])[C:5]([Cl:20])=[CH:4][N:3]=1.[CH3:21][N:22]([CH2:24][C:25]1[CH:26]=[C:27]([NH2:32])[N:28]([CH2:30][CH3:31])[N:29]=1)[CH3:23].C(=O)([O-])[O-].[Cs+].[Cs+].CC1(C)C2C(=C(P(C3C=CC=CC=3)C3C=CC=CC=3)C=CC=2)OC2C(P(C3C=CC=CC=3)C3C=CC=CC=3)=CC=CC1=2. Given the product [Cl:20][C:5]1[C:6]([NH:8][C:9]2[C:18]([F:19])=[CH:17][CH:16]=[CH:15][C:10]=2[C:11]([NH:13][CH3:14])=[O:12])=[CH:7][C:2]([NH:32][C:27]2[N:28]([CH2:30][CH3:31])[N:29]=[C:25]([CH2:24][N:22]([CH3:21])[CH3:23])[CH:26]=2)=[N:3][CH:4]=1, predict the reactants needed to synthesize it. (3) Given the product [C:1]([O:5][C:6](=[O:18])[NH:7][C:8]([CH3:13])([C:14]1[N:17]=[C:19]([CH3:20])[O:16][N:15]=1)[CH2:9][CH:10]1[CH2:12][CH2:11]1)([CH3:2])([CH3:3])[CH3:4], predict the reactants needed to synthesize it. The reactants are: [C:1]([O:5][C:6](=[O:18])[NH:7][C:8]([C:14](=[NH:17])[NH:15][OH:16])([CH3:13])[CH2:9][CH:10]1[CH2:12][CH2:11]1)([CH3:4])([CH3:3])[CH3:2].[C:19](OC(=O)C)(=O)[CH3:20]. (4) Given the product [C:7]([C:9]1[CH:17]=[CH:16][C:12]([C:13]([NH:25][C:21]2[CH:20]=[N:19][CH:24]=[CH:23][CH:22]=2)=[O:15])=[CH:11][C:10]=1[CH3:18])#[N:8], predict the reactants needed to synthesize it. The reactants are: C(Cl)(=O)C(Cl)=O.[C:7]([C:9]1[CH:17]=[CH:16][C:12]([C:13]([OH:15])=O)=[CH:11][C:10]=1[CH3:18])#[N:8].[N:19]1[CH:24]=[CH:23][CH:22]=[C:21]([NH2:25])[CH:20]=1. (5) Given the product [S:11]1[CH:15]=[C:14]([CH2:16][CH2:17][NH2:18])[C:13]2[CH:19]=[CH:20][CH:21]=[CH:22][C:12]1=2, predict the reactants needed to synthesize it. The reactants are: [H-].[Al+3].[Li+].[H-].[H-].[H-].[Cl-].[Al+3].[Cl-].[Cl-].[S:11]1[CH:15]=[C:14]([CH2:16][C:17]#[N:18])[C:13]2[CH:19]=[CH:20][CH:21]=[CH:22][C:12]1=2.C(C(C(C([O-])=O)O)O)([O-])=O.[Na+].[K+].